Dataset: Peptide-MHC class II binding affinity with 134,281 pairs from IEDB. Task: Regression. Given a peptide amino acid sequence and an MHC pseudo amino acid sequence, predict their binding affinity value. This is MHC class II binding data. (1) The binding affinity (normalized) is 0. The MHC is DRB1_1101 with pseudo-sequence DRB1_1101. The peptide sequence is EHDLERGPPGPRRPP. (2) The peptide sequence is AQLGYTIRQLERLLQ. The MHC is DRB1_0901 with pseudo-sequence DRB1_0901. The binding affinity (normalized) is 0.405. (3) The peptide sequence is TIIKALGALDSPREI. The MHC is DRB1_0101 with pseudo-sequence DRB1_0101. The binding affinity (normalized) is 1.00. (4) The peptide sequence is RPLLIEGTASLSPGM. The MHC is DRB1_0802 with pseudo-sequence DRB1_0802. The binding affinity (normalized) is 0.647. (5) The binding affinity (normalized) is 0. The MHC is HLA-DQA10303-DQB10402 with pseudo-sequence HLA-DQA10303-DQB10402. The peptide sequence is GETVKCRAPGGAKKP. (6) The binding affinity (normalized) is 0.111. The MHC is DRB1_0401 with pseudo-sequence DRB1_0401. The peptide sequence is LDMIITAVNSLISDN. (7) The peptide sequence is GKKKYKLKHIVWASREL. The MHC is HLA-DQA10501-DQB10201 with pseudo-sequence HLA-DQA10501-DQB10201. The binding affinity (normalized) is 0.304. (8) The peptide sequence is LGDTEFQLVYQKTGE. The MHC is DRB1_0101 with pseudo-sequence DRB1_0101. The binding affinity (normalized) is 0.398. (9) The peptide sequence is NFRFMSKGGMRNVFD. The MHC is DRB3_0202 with pseudo-sequence DRB3_0202. The binding affinity (normalized) is 0.292.